This data is from Full USPTO retrosynthesis dataset with 1.9M reactions from patents (1976-2016). The task is: Predict the reactants needed to synthesize the given product. (1) Given the product [Cl:1][C:2]1[CH:3]=[CH:4][C:5]([O:23][CH2:31][C:28]2[CH:29]=[CH:30][C:25]([F:24])=[CH:26][CH:27]=2)=[C:6]([CH:22]=1)[C:7]([NH:9][C@H:10]([C:12]1[CH:21]=[CH:20][C:15]([C:16]([O:18][CH3:19])=[O:17])=[CH:14][CH:13]=1)[CH3:11])=[O:8], predict the reactants needed to synthesize it. The reactants are: [Cl:1][C:2]1[CH:3]=[CH:4][C:5]([OH:23])=[C:6]([CH:22]=1)[C:7]([NH:9][C@H:10]([C:12]1[CH:21]=[CH:20][C:15]([C:16]([O:18][CH3:19])=[O:17])=[CH:14][CH:13]=1)[CH3:11])=[O:8].[F:24][C:25]1[CH:30]=[CH:29][C:28]([CH2:31]O)=[CH:27][CH:26]=1. (2) Given the product [CH3:7][O:6][C:5]1[CH:8]=[CH:9][C:2]([C:1]([C:10]2[CH:17]=[CH:16][C:13]([O:14][CH3:15])=[CH:12][CH:11]=2)([C:18]2[CH:23]=[CH:22][CH:21]=[CH:20][CH:19]=2)[O:38][CH2:37][C@H:36]([CH2:35][N:32]2[CH:33]=[CH:34][C:29]([NH:28][C:25](=[O:27])[CH3:26])=[N:30][C:31]2=[O:42])[C@H:39]([OH:41])[CH3:40])=[CH:3][CH:4]=1, predict the reactants needed to synthesize it. The reactants are: [C:1](Cl)([C:18]1[CH:23]=[CH:22][CH:21]=[CH:20][CH:19]=1)([C:10]1[CH:17]=[CH:16][C:13]([O:14][CH3:15])=[CH:12][CH:11]=1)[C:2]1[CH:9]=[CH:8][C:5]([O:6][CH3:7])=[CH:4][CH:3]=1.[C:25]([NH:28][C:29]1[CH:34]=[CH:33][N:32]([CH2:35][C@H:36]([C@H:39]([OH:41])[CH3:40])[CH2:37][OH:38])[C:31](=[O:42])[N:30]=1)(=[O:27])[CH3:26]. (3) Given the product [F:35][C:33]1[C:19]([NH:20][C:21]([O:23][CH2:24][C:25]2[S:26][C:27]([N+:30]([O-:32])=[O:31])=[CH:28][CH:29]=2)=[O:22])=[N:18][C:16](=[O:17])[N:15]([CH:34]=1)[C@@H:6]1[O:7][C@H:8]([CH3:14])[C@@H:9]([OH:10])[C@H:5]1[OH:4], predict the reactants needed to synthesize it. The reactants are: C([O:4][C@@H:5]1[C@H:9]([O:10]C(=O)C)[C@@H:8]([CH3:14])[O:7][C@H:6]1[N:15]1[CH:34]=[C:33]([F:35])[C:19]([NH:20][C:21]([O:23][CH2:24][C:25]2[S:26][C:27]([N+:30]([O-:32])=[O:31])=[CH:28][CH:29]=2)=[O:22])=[N:18][C:16]1=[O:17])(=O)C.[OH-].[Na+].Cl. (4) Given the product [F:33][C:11]1[CH:12]=[C:13]2[C:18](=[C:9]([O:8][C@@H:7]3[CH2:6][CH2:5][NH:4][CH2:3][C@H:2]3[F:1])[CH:10]=1)[N:17]=[C:16]([C:19]1[N:23]3[CH:24]=[CH:25][C:26]([O:28][CH2:29][CH2:30][O:31][CH3:32])=[CH:27][C:22]3=[N:21][CH:20]=1)[CH:15]=[CH:14]2, predict the reactants needed to synthesize it. The reactants are: [F:1][C@H:2]1[C@H:7]([O:8][C:9]2[CH:10]=[C:11]([F:33])[CH:12]=[C:13]3[C:18]=2[N:17]=[C:16]([C:19]2[N:23]4[CH:24]=[CH:25][C:26]([O:28][CH2:29][CH2:30][O:31][CH3:32])=[CH:27][C:22]4=[N:21][CH:20]=2)[CH:15]=[CH:14]3)[CH2:6][CH2:5][N:4](C(OCC2C=CC=CC=2)=O)[CH2:3]1.C1COCC1. (5) Given the product [CH:2]1([CH2:1][CH:8]2[CH2:9][CH:10]([C:11]([O:13][CH3:14])=[O:12])[CH2:15][CH2:16][NH:17]2)[CH2:7][CH2:6][CH2:5][CH2:4][CH2:3]1, predict the reactants needed to synthesize it. The reactants are: [CH2:1]([C:8]1[CH:9]=[C:10]([CH:15]=[CH:16][N:17]=1)[C:11]([O:13][CH3:14])=[O:12])[C:2]1[CH:7]=[CH:6][CH:5]=[CH:4][CH:3]=1.C(O)(=O)C. (6) Given the product [Br:23][CH2:1][C:2]1[C:15]2[C:10]([N:9]=[C:8]3[C:3]=1[CH:4]=[CH:5][CH:6]=[CH:7]3)=[CH:11][CH:12]=[CH:13][CH:14]=2, predict the reactants needed to synthesize it. The reactants are: [CH3:1][C:2]1[C:3]2[C:8]([N:9]=[C:10]3[C:15]=1[CH:14]=[CH:13][CH:12]=[CH:11]3)=[CH:7][CH:6]=[CH:5][CH:4]=2.C1C(=O)N([Br:23])C(=O)C1. (7) Given the product [CH2:13]([S:14][C:23]1[CH:22]=[C:21]([F:24])[CH:20]=[CH:19][C:18]=1[C:16](=[O:17])[CH3:15])[C:10]1[CH:11]=[CH:12][CH:7]=[CH:8][CH:9]=1, predict the reactants needed to synthesize it. The reactants are: CC(C)([O-])C.[K+].[CH:7]1[CH:12]=[CH:11][C:10]([CH2:13][SH:14])=[CH:9][CH:8]=1.[CH3:15][C:16]([C:18]1[CH:23]=[CH:22][C:21]([F:24])=[CH:20][C:19]=1F)=[O:17].[Cl-].[NH4+]. (8) Given the product [Br:13][C:14]1[CH:15]=[C:16]2[C:6]3([CH2:11][CH2:10][O:9][CH2:8][CH2:7]3)[C:4]([CH:1]3[CH2:3][CH2:2]3)=[N:20][C:17]2=[CH:18][CH:19]=1, predict the reactants needed to synthesize it. The reactants are: [CH:1]1([C:4]([CH:6]2[CH2:11][CH2:10][O:9][CH2:8][CH2:7]2)=O)[CH2:3][CH2:2]1.Cl.[Br:13][C:14]1[CH:19]=[CH:18][C:17]([NH:20]N)=[CH:16][CH:15]=1.